This data is from Catalyst prediction with 721,799 reactions and 888 catalyst types from USPTO. The task is: Predict which catalyst facilitates the given reaction. (1) Reactant: [Cl:1][C:2]1[CH:3]=[C:4]([NH:9][C:10]2[N:15]=[C:14]([N:16]3[CH:20]=[CH:19][C:18]([C:21]([F:24])([F:23])[F:22])=[N:17]3)[C:13]([C:25]3[CH:26]=[C:27]([C:38]([O:40]C)=[O:39])[C:28]([O:31][CH:32]4[CH2:36][CH2:35][N:34]([CH3:37])[CH2:33]4)=[N:29][CH:30]=3)=[CH:12][N:11]=2)[CH:5]=[CH:6][C:7]=1[F:8].O.[OH-].[Ba+2].[OH-].Cl. Product: [Cl:1][C:2]1[CH:3]=[C:4]([NH:9][C:10]2[N:15]=[C:14]([N:16]3[CH:20]=[CH:19][C:18]([C:21]([F:22])([F:23])[F:24])=[N:17]3)[C:13]([C:25]3[CH:26]=[C:27]([C:38]([OH:40])=[O:39])[C:28]([O:31][CH:32]4[CH2:36][CH2:35][N:34]([CH3:37])[CH2:33]4)=[N:29][CH:30]=3)=[CH:12][N:11]=2)[CH:5]=[CH:6][C:7]=1[F:8]. The catalyst class is: 20. (2) Reactant: [CH2:1]([N:5]1[CH2:10][CH2:9][N:8]([C:11]2[CH:12]=[CH:13][C:14]([N:17]3[C:26]4[C:21](=[CH:22][CH:23]=[CH:24][CH:25]=4)[NH:20][CH2:19][CH2:18]3)=[N:15][CH:16]=2)[CH2:7][CH2:6]1)[CH:2]([CH3:4])[CH3:3].C(N(CC)CC)C.ClC(Cl)(O[C:38](=[O:44])OC(Cl)(Cl)Cl)Cl.C(NC(C)C)(C)C.[NH2:53][CH:54]1[CH:61]2[CH2:62][C:57]3([C:64]([NH2:66])=[O:65])[CH2:58][CH:59]([CH2:63][CH:55]1[CH2:56]3)[CH2:60]2. Product: [C:64]([C:57]12[CH2:56][CH:55]3[CH2:63][CH:59]([CH2:60][CH:61]([CH:54]3[NH:53][C:38]([N:20]3[C:21]4[C:26](=[CH:25][CH:24]=[CH:23][CH:22]=4)[N:17]([C:14]4[CH:13]=[CH:12][C:11]([N:8]5[CH2:9][CH2:10][N:5]([CH2:1][CH:2]([CH3:4])[CH3:3])[CH2:6][CH2:7]5)=[CH:16][N:15]=4)[CH2:18][CH2:19]3)=[O:44])[CH2:62]1)[CH2:58]2)(=[O:65])[NH2:66]. The catalyst class is: 139. (3) Reactant: C[O:2][C:3]([C:5]1[CH:6]=[CH:7][N:8]2[C:12]([CH:13]=1)=[C:11]([C:14]1[CH:19]=[CH:18][CH:17]=[CH:16][CH:15]=1)[C:10]([CH2:20][C:21]1[CH:26]=[CH:25][CH:24]=[C:23]([F:27])[C:22]=1[CH3:28])=[C:9]2[C:29]([N:31]1[CH2:36][CH2:35][N:34]([C:37]([O:39][C:40]([CH3:43])([CH3:42])[CH3:41])=[O:38])[CH2:33][CH2:32]1)=[O:30])=[O:4].O.[OH-].[Li+]. Product: [C:40]([O:39][C:37]([N:34]1[CH2:33][CH2:32][N:31]([C:29]([C:9]2[N:8]3[C:12]([CH:13]=[C:5]([C:3]([OH:4])=[O:2])[CH:6]=[CH:7]3)=[C:11]([C:14]3[CH:15]=[CH:16][CH:17]=[CH:18][CH:19]=3)[C:10]=2[CH2:20][C:21]2[CH:26]=[CH:25][CH:24]=[C:23]([F:27])[C:22]=2[CH3:28])=[O:30])[CH2:36][CH2:35]1)=[O:38])([CH3:43])([CH3:42])[CH3:41]. The catalyst class is: 38. (4) Reactant: [F:1][C:2]1[CH:7]=[CH:6][C:5]([S:8]([C:11]2[CH:12]=[CH:13][C:14](/[CH:17]=[CH:18]/[C:19]3[CH:24]=[CH:23][C:22]([F:25])=[CH:21][CH:20]=3)=[N:15][CH:16]=2)(=[O:10])=[O:9])=[CH:4][CH:3]=1.C(OCC)(=O)C.[H][H]. Product: [F:25][C:22]1[CH:21]=[CH:20][C:19]([CH2:18][CH2:17][C:14]2[CH:13]=[CH:12][C:11]([S:8]([C:5]3[CH:4]=[CH:3][C:2]([F:1])=[CH:7][CH:6]=3)(=[O:10])=[O:9])=[CH:16][N:15]=2)=[CH:24][CH:23]=1. The catalyst class is: 29. (5) Reactant: [N+:1]([C:4]1[CH:13]=[C:12]2[C:7]([CH2:8][CH2:9][NH:10][CH2:11]2)=[CH:6][CH:5]=1)([O-:3])=[O:2].[C:14]1(=O)[CH2:17][CH2:16][CH2:15]1.[BH3-]C#N.[Na+]. Product: [CH:14]1([N:10]2[CH2:9][CH2:8][C:7]3[C:12](=[CH:13][C:4]([N+:1]([O-:3])=[O:2])=[CH:5][CH:6]=3)[CH2:11]2)[CH2:17][CH2:16][CH2:15]1. The catalyst class is: 24. (6) Reactant: [CH3:1][O:2][P:3]([CH2:7][C:8](=[O:10])[CH3:9])(=[O:6])[O:4][CH3:5].C(NC1C=CC(S([N:24]=[N+:25]=[N-])(=O)=O)=CC=1)(=O)C.C(=O)([O-])[O-].[K+].[K+]. Product: [CH3:9]/[C:8](/[O-:10])=[C:7](/[P:3]([O:4][CH3:5])([O:2][CH3:1])=[O:6])\[N+:24]#[N:25]. The catalyst class is: 382.